Dataset: Catalyst prediction with 721,799 reactions and 888 catalyst types from USPTO. Task: Predict which catalyst facilitates the given reaction. (1) Reactant: [Cl:1][C:2]1[CH:3]=[C:4]([C:12]2[S:16][N:15]=[C:14]([C:17]3[C:18]([CH2:26][CH3:27])=[C:19]([CH2:23][CH:24]=O)[CH:20]=[CH:21][CH:22]=3)[N:13]=2)[CH:5]=[CH:6][C:7]=1[O:8][CH:9]([CH3:11])[CH3:10].[NH:28]1[CH2:33][CH2:32][CH:31]([C:34]([O:36]CC)=[O:35])[CH2:30][CH2:29]1.C(O)(=O)C.C(O[BH-](OC(=O)C)OC(=O)C)(=O)C.[Na+]. Product: [Cl:1][C:2]1[CH:3]=[C:4]([C:12]2[S:16][N:15]=[C:14]([C:17]3[C:18]([CH2:26][CH3:27])=[C:19]([CH2:23][CH2:24][N:28]4[CH2:29][CH2:30][CH:31]([C:34]([OH:36])=[O:35])[CH2:32][CH2:33]4)[CH:20]=[CH:21][CH:22]=3)[N:13]=2)[CH:5]=[CH:6][C:7]=1[O:8][CH:9]([CH3:11])[CH3:10]. The catalyst class is: 120. (2) Reactant: C[O:2][C:3]([CH2:5][C:6]1[CH:11]=[CH:10][C:9]([NH:12][C:13]2[N:22]=[C:21]([NH:23][C:24]3[NH:25][N:26]=[C:27]([CH3:29])[CH:28]=3)[C:20]3[C:15](=[CH:16][CH:17]=[CH:18][CH:19]=3)[N:14]=2)=[CH:8][C:7]=1[CH3:30])=[O:4].[OH-].[Na+].Cl. Product: [C:3]([CH2:5][C:6]1[CH:11]=[CH:10][C:9]([NH:12][C:13]2[N:22]=[C:21]([NH:23][C:24]3[NH:25][N:26]=[C:27]([CH3:29])[CH:28]=3)[C:20]3[C:15](=[CH:16][CH:17]=[CH:18][CH:19]=3)[N:14]=2)=[CH:8][C:7]=1[CH3:30])([OH:4])=[O:2]. The catalyst class is: 315. (3) Reactant: [NH2:1][C:2]1[C:7]([C:8]2[CH:13]=[CH:12][CH:11]=[CH:10][N:9]=2)=[CH:6][C:5]([C:14]2[CH:15]=[N:16][C:17]([N:20]3[CH2:25][CH2:24][C:23]([CH2:31][CH3:32])([C:26]([O:28][CH2:29][CH3:30])=[O:27])[CH2:22][CH2:21]3)=[N:18][CH:19]=2)=[CH:4][C:3]=1[N+:33]([O-])=O.CCOC(C)=O. Product: [NH2:33][C:3]1[CH:4]=[C:5]([C:14]2[CH:15]=[N:16][C:17]([N:20]3[CH2:25][CH2:24][C:23]([CH2:31][CH3:32])([C:26]([O:28][CH2:29][CH3:30])=[O:27])[CH2:22][CH2:21]3)=[N:18][CH:19]=2)[CH:6]=[C:7]([C:8]2[CH:13]=[CH:12][CH:11]=[CH:10][N:9]=2)[C:2]=1[NH2:1]. The catalyst class is: 45.